The task is: Predict the product of the given reaction.. This data is from Forward reaction prediction with 1.9M reactions from USPTO patents (1976-2016). Given the reactants [O:1]([C:8]1[CH:9]=[C:10]([CH:12]=[CH:13][CH:14]=1)[NH2:11])[C:2]1[CH:7]=[CH:6][CH:5]=[CH:4][CH:3]=1.[C:15](Cl)(Cl)=[S:16].CCCCCC.CCOC(C)=O, predict the reaction product. The product is: [O:1]([C:8]1[CH:9]=[C:10]([N:11]=[C:15]=[S:16])[CH:12]=[CH:13][CH:14]=1)[C:2]1[CH:3]=[CH:4][CH:5]=[CH:6][CH:7]=1.